From a dataset of Full USPTO retrosynthesis dataset with 1.9M reactions from patents (1976-2016). Predict the reactants needed to synthesize the given product. (1) Given the product [NH2:1][C:2]1[N:6]([C:7]2[CH:12]=[CH:11][C:10]([C:13]([F:14])([F:16])[F:15])=[CH:9][C:8]=2[Cl:17])[N:5]=[C:4]([C:18]#[N:19])[C:3]=1[S:20]([CH3:21])=[O:22], predict the reactants needed to synthesize it. The reactants are: [NH2:1][C:2]1[N:6]([C:7]2[CH:12]=[CH:11][C:10]([C:13]([F:16])([F:15])[F:14])=[CH:9][C:8]=2[Cl:17])[N:5]=[C:4]([C:18]#[N:19])[C:3]=1[S:20][CH3:21].[OH:22]O. (2) Given the product [Br:1][C:2]1[CH:3]=[C:4]([CH2:5][OH:6])[CH:8]=[CH:9][C:10]=1[CH3:11], predict the reactants needed to synthesize it. The reactants are: [Br:1][C:2]1[CH:3]=[C:4]([CH:8]=[CH:9][C:10]=1[CH3:11])[C:5](O)=[O:6].[H-].[H-].[H-].[H-].[Li+].[Al+3]. (3) Given the product [CH3:4][CH:3]([OH:5])[CH2:2][NH:1][C:11]([O:10][C:7]([CH3:9])([CH3:8])[CH3:6])=[O:12], predict the reactants needed to synthesize it. The reactants are: [NH2:1][CH2:2][CH:3]([OH:5])[CH3:4].[CH3:6][C:7]([O:10][C:11](O[C:11]([O:10][C:7]([CH3:9])([CH3:8])[CH3:6])=[O:12])=[O:12])([CH3:9])[CH3:8]. (4) Given the product [CH2:18]([CH:8]1[C:7](=[O:22])[N:6]([CH2:5][CH2:4][C:3]([OH:23])=[O:2])[C:11]2[CH:12]=[C:13]([CH3:17])[CH:14]=[C:15]([CH3:16])[C:10]=2[O:9]1)[CH:19]([CH3:21])[CH3:20], predict the reactants needed to synthesize it. The reactants are: C[O:2][C:3](=[O:23])[CH2:4][CH2:5][N:6]1[C:11]2[CH:12]=[C:13]([CH3:17])[CH:14]=[C:15]([CH3:16])[C:10]=2[O:9][CH:8]([CH2:18][CH:19]([CH3:21])[CH3:20])[C:7]1=[O:22].[OH-].[Na+]. (5) Given the product [F:39][CH:40]1[CH2:45][CH2:44][CH2:43][N:42]([CH2:2][CH2:3][CH2:4][S:5](=[O:38])([C:32]2[CH:37]=[CH:36][CH:35]=[CH:34][CH:33]=2)=[N:6][C:7](=[O:31])[C:8]2[CH:13]=[C:12]([C:14]#[C:15][C:16]3[CH:21]=[CH:20][CH:19]=[C:18]([NH:22][C:23]([C:25]4[O:26][CH:27]=[CH:28][C:29]=4[CH3:30])=[O:24])[CH:17]=3)[CH:11]=[N:10][CH:9]=2)[CH2:41]1, predict the reactants needed to synthesize it. The reactants are: Br[CH2:2][CH2:3][CH2:4][S:5](=[O:38])([C:32]1[CH:37]=[CH:36][CH:35]=[CH:34][CH:33]=1)=[N:6][C:7](=[O:31])[C:8]1[CH:13]=[C:12]([C:14]#[C:15][C:16]2[CH:21]=[CH:20][CH:19]=[C:18]([NH:22][C:23]([C:25]3[O:26][CH:27]=[CH:28][C:29]=3[CH3:30])=[O:24])[CH:17]=2)[CH:11]=[N:10][CH:9]=1.[F:39][CH:40]1[CH2:45][CH2:44][CH2:43][NH:42][CH2:41]1.